The task is: Predict the reactants needed to synthesize the given product.. This data is from Full USPTO retrosynthesis dataset with 1.9M reactions from patents (1976-2016). (1) Given the product [Cl:28][C:29]1[C:38]2[C:33](=[CH:34][C:35]([S:39]([N:6]([CH2:5][C:4]3[CH:12]=[CH:13][C:14]([O:16][CH3:17])=[CH:15][C:3]=3[O:2][CH3:1])[C:7]3[S:8][CH:9]=[CH:10][N:11]=3)(=[O:41])=[O:40])=[CH:36][CH:37]=2)[CH:32]=[N:31][N:30]=1, predict the reactants needed to synthesize it. The reactants are: [CH3:1][O:2][C:3]1[CH:15]=[C:14]([O:16][CH3:17])[CH:13]=[CH:12][C:4]=1[CH2:5][NH:6][C:7]1[S:8][CH:9]=[CH:10][N:11]=1.C[Si]([N-][Si](C)(C)C)(C)C.[Li+].[Cl:28][C:29]1[C:38]2[C:33](=[CH:34][C:35]([S:39](OC3C(F)=C(F)C(F)=C(F)C=3F)(=[O:41])=[O:40])=[CH:36][CH:37]=2)[CH:32]=[N:31][N:30]=1.C(=O)=O.CC(C)=O. (2) Given the product [NH2:11][C:10]1[C:2]([CH3:1])=[C:3]([CH:7]=[CH:8][CH:9]=1)[C:4]([NH2:6])=[O:5], predict the reactants needed to synthesize it. The reactants are: [CH3:1][C:2]1[C:10]([N+:11]([O-])=O)=[CH:9][CH:8]=[CH:7][C:3]=1[C:4]([NH2:6])=[O:5].